Dataset: Catalyst prediction with 721,799 reactions and 888 catalyst types from USPTO. Task: Predict which catalyst facilitates the given reaction. (1) Reactant: FC(F)(F)C(N1CCC2C(OS(C(F)(F)F)(=O)=O)=C(C(F)(F)F)C=CC=2CC1)=O.FC(F)(S(F)(=O)=O)C(OC)=O.CN(P(N(C)C)(N(C)C)=O)C.[I:52][C:53]1[CH:69]=[CH:68][C:56]2[CH2:57][CH2:58][N:59]([C:62](=[O:67])[C:63]([F:66])([F:65])[F:64])[CH2:60][CH2:61][C:55]=2[C:54]=1[O:70]S(C(F)(F)F)(=O)=O. Product: [OH:70][C:54]1[C:55]2[CH2:61][CH2:60][N:59]([C:62](=[O:67])[C:63]([F:66])([F:64])[F:65])[CH2:58][CH2:57][C:56]=2[CH:68]=[CH:69][C:53]=1[I:52]. The catalyst class is: 122. (2) Reactant: [C:1]([O:5][C:6]([NH:8][C:9]1[C:14]([C:15](O)=[O:16])=[C:13]([O:18][CH3:19])[C:12]([CH2:20][N:21]2[CH2:26][CH2:25][O:24][CH2:23][CH2:22]2)=[C:11]([O:27][CH3:28])[CH:10]=1)=[O:7])([CH3:4])([CH3:3])[CH3:2].Cl.C[N:31](C)CCCN=C=NCC.C1C=CC2N(O)N=NC=2C=1.C(N(CC)CC)C.N. Product: [C:1]([O:5][C:6](=[O:7])[NH:8][C:9]1[CH:10]=[C:11]([O:27][CH3:28])[C:12]([CH2:20][N:21]2[CH2:22][CH2:23][O:24][CH2:25][CH2:26]2)=[C:13]([O:18][CH3:19])[C:14]=1[C:15](=[O:16])[NH2:31])([CH3:4])([CH3:3])[CH3:2]. The catalyst class is: 20. (3) Reactant: C([O:4][CH2:5][C:6]1[C:7]([N:27]2[N:36]=[CH:35][C:34]3[C:29](=[C:30]([F:41])[CH:31]=[C:32]([C:37]([CH3:40])([CH3:39])[CH3:38])[CH:33]=3)[C:28]2=[O:42])=[N:8][CH:9]=[CH:10][C:11]=1[C:12]1[CH:17]=[C:16]([NH:18][C:19]2[N:20]=[CH:21][N:22]([CH3:24])[CH:23]=2)[C:15](=[O:25])[N:14]([CH3:26])[CH:13]=1)(=O)C.O.[OH-].[Li+]. Product: [C:37]([C:32]1[CH:33]=[C:34]2[C:29](=[C:30]([F:41])[CH:31]=1)[C:28](=[O:42])[N:27]([C:7]1[C:6]([CH2:5][OH:4])=[C:11]([C:12]3[CH:17]=[C:16]([NH:18][C:19]4[N:20]=[CH:21][N:22]([CH3:24])[CH:23]=4)[C:15](=[O:25])[N:14]([CH3:26])[CH:13]=3)[CH:10]=[CH:9][N:8]=1)[N:36]=[CH:35]2)([CH3:40])([CH3:38])[CH3:39]. The catalyst class is: 854. (4) The catalyst class is: 5. Product: [OH:31][CH2:30][C:29]1[CH:28]=[C:27]([C:7]2[NH:8][C:9]3[CH:10]=[C:11]([NH:15][C:16]([C@@H:18]4[CH2:20][C@H:19]4[C:21]4[CH:26]=[CH:25][CH:24]=[CH:23][CH:22]=4)=[O:17])[CH:12]=[C:13]4[C:2](=[O:1])[NH:3][N:4]=[CH:5][C:6]=2[C:14]=34)[CH:37]=[CH:36][CH:35]=1. Reactant: [O:1]=[C:2]1[C:13]2[C:14]3[C:6](=[C:7]([C:27]4[CH:28]=[C:29]([CH:35]=[CH:36][CH:37]=4)[CH2:30][O:31]C(=O)C)[NH:8][C:9]=3[CH:10]=[C:11]([NH:15][C:16]([C@@H:18]3[CH2:20][C@H:19]3[C:21]3[CH:26]=[CH:25][CH:24]=[CH:23][CH:22]=3)=[O:17])[CH:12]=2)[CH:5]=[N:4][NH:3]1.C([O-])([O-])=O.[K+].[K+].O1CCCC1.